This data is from Forward reaction prediction with 1.9M reactions from USPTO patents (1976-2016). The task is: Predict the product of the given reaction. (1) Given the reactants Br[C:2]1[C:3]([O:8][C:9]2[CH:14]=[CH:13][C:12]([N:15]([C:23]3[CH:28]=[CH:27][CH:26]=[CH:25][N:24]=3)C(=O)OC(C)(C)C)=[CH:11][CH:10]=2)=[N:4][CH:5]=[CH:6][CH:7]=1.C1(P(C2CCCCC2)C2C=CC=CC=2C2C(OC)=CC=CC=2OC)CCCCC1.CC(C)([O-])C.[Na+].[NH:64]1[CH2:69][CH2:68][O:67][CH2:66][CH2:65]1, predict the reaction product. The product is: [O:67]1[CH2:68][CH2:69][N:64]([C:2]2[C:3]([O:8][C:9]3[CH:10]=[CH:11][C:12]([NH:15][C:23]4[CH:28]=[CH:27][CH:26]=[CH:25][N:24]=4)=[CH:13][CH:14]=3)=[N:4][CH:5]=[CH:6][CH:7]=2)[CH2:65][CH2:66]1. (2) Given the reactants Br[CH2:2][CH:3]=[C:4]([CH3:6])[CH3:5].[ClH:7].Cl.[CH:9]1[CH:18]=[CH:17][C:16]2[CH2:19][CH2:20][CH2:21][N:14]3[C:15]=2[C:10]=1[C@H:11]1[CH2:24][NH:23][CH2:22][C@H:12]1[CH2:13]3, predict the reaction product. The product is: [ClH:7].[ClH:7].[CH3:5][C:4]([CH3:6])=[CH:3][CH2:2][N:23]1[CH2:24][C@H:11]2[C@H:12]([CH2:13][N:14]3[CH2:21][CH2:20][CH2:19][C:16]4[CH:17]=[CH:18][CH:9]=[C:10]2[C:15]3=4)[CH2:22]1. (3) Given the reactants [Cl:1][C:2]1[CH:7]=[C:6]([C:8]([N:10]2[C:30]3[C:25](=[CH:26][C:27]([F:31])=[CH:28][CH:29]=3)[C:12]3([CH2:17][CH2:16][N:15](C(OC(C)(C)C)=O)[CH2:14][CH2:13]3)[CH2:11]2)=[O:9])[CH:5]=[CH:4][N:3]=1.Cl, predict the reaction product. The product is: [Cl-:1].[Cl:1][C:2]1[CH:7]=[C:6]([C:8]([N:10]2[C:30]3[C:25](=[CH:26][C:27]([F:31])=[CH:28][CH:29]=3)[C:12]3([CH2:13][CH2:14][NH2+:15][CH2:16][CH2:17]3)[CH2:11]2)=[O:9])[CH:5]=[CH:4][N:3]=1. (4) Given the reactants [CH3:1][O:2][C:3]1[CH:4]=[C:5]2[C:10](=[CH:11][C:12]=1[O:13][CH3:14])[N:9]=[CH:8][CH:7]=[C:6]2[O:15][C:16]1[CH:21]=[CH:20][C:19]([NH:22][C:23]([C:25]2[C:26](=[O:46])[N:27]([C:40]3[CH:45]=[CH:44][CH:43]=[CH:42][CH:41]=3)[N:28]([CH2:31][C@H:32]([O:34][C:35](=[O:39])[C@@H:36]([NH2:38])[CH3:37])[CH3:33])[C:29]=2[CH3:30])=[O:24])=[CH:18][C:17]=1[F:47].[ClH:48], predict the reaction product. The product is: [ClH:48].[CH3:1][O:2][C:3]1[CH:4]=[C:5]2[C:10](=[CH:11][C:12]=1[O:13][CH3:14])[N:9]=[CH:8][CH:7]=[C:6]2[O:15][C:16]1[CH:21]=[CH:20][C:19]([NH:22][C:23]([C:25]2[C:26](=[O:46])[N:27]([C:40]3[CH:41]=[CH:42][CH:43]=[CH:44][CH:45]=3)[N:28]([CH2:31][C@H:32]([O:34][C:35](=[O:39])[C@@H:36]([NH2:38])[CH3:37])[CH3:33])[C:29]=2[CH3:30])=[O:24])=[CH:18][C:17]=1[F:47]. (5) Given the reactants [CH2:1]([N:8]1[C:16]2[C:11](=[CH:12][C:13]([NH:17][C:18]3[CH:27]=[CH:26][C:25]([C:28]([F:31])([F:30])[F:29])=[CH:24][C:19]=3[C:20]([O:22]C)=[O:21])=[CH:14][CH:15]=2)[CH:10]=[CH:9]1)[C:2]1[CH:7]=[CH:6][CH:5]=[CH:4][CH:3]=1.[OH-].[Na+].O.Cl, predict the reaction product. The product is: [CH2:1]([N:8]1[C:16]2[C:11](=[CH:12][C:13]([NH:17][C:18]3[CH:27]=[CH:26][C:25]([C:28]([F:31])([F:29])[F:30])=[CH:24][C:19]=3[C:20]([OH:22])=[O:21])=[CH:14][CH:15]=2)[CH:10]=[CH:9]1)[C:2]1[CH:7]=[CH:6][CH:5]=[CH:4][CH:3]=1. (6) Given the reactants [CH:1]1([N:4]([CH2:9][C:10]2[CH:11]=[C:12]([CH:46]=[CH:47][CH:48]=2)[C:13]([NH:15][C:16]2[S:17][C:18]3[CH2:45][CH2:44][CH2:43][CH2:42][C:19]=3[C:20]=2[C:21]([NH:23][C:24]2[CH:29]=[CH:28][C:27]([CH2:30][CH2:31][C:32]3[CH:41]=[CH:40][C:35]([C:36]([O:38][CH3:39])=[O:37])=[CH:34][CH:33]=3)=[CH:26][CH:25]=2)=[O:22])=[O:14])[CH2:5][CH2:6][NH:7][CH3:8])[CH2:3][CH2:2]1.[CH3:49][O:50][CH2:51][CH2:52][O:53][CH2:54][C:55]([OH:57])=O.CCN=C=NCCCN(C)C.Cl, predict the reaction product. The product is: [CH:1]1([N:4]([CH2:9][C:10]2[CH:11]=[C:12]([CH:46]=[CH:47][CH:48]=2)[C:13]([NH:15][C:16]2[S:17][C:18]3[CH2:45][CH2:44][CH2:43][CH2:42][C:19]=3[C:20]=2[C:21]([NH:23][C:24]2[CH:29]=[CH:28][C:27]([CH2:30][CH2:31][C:32]3[CH:41]=[CH:40][C:35]([C:36]([O:38][CH3:39])=[O:37])=[CH:34][CH:33]=3)=[CH:26][CH:25]=2)=[O:22])=[O:14])[CH2:5][CH2:6][N:7]([CH3:8])[C:55](=[O:57])[CH2:54][O:53][CH2:52][CH2:51][O:50][CH3:49])[CH2:2][CH2:3]1. (7) Given the reactants CC(O)(CC)C.[K].[CH:8]1([N:14]=[C:15]=S)[CH2:13][CH2:12][CH2:11][CH2:10][CH2:9]1.[F:17][C:18]1[CH:23]=[C:22]([F:24])[CH:21]=[CH:20][C:19]=1[CH2:25][C:26](=O)[CH3:27].Cl.[CH3:30][NH:31][NH2:32], predict the reaction product. The product is: [CH:8]1([NH:14][C:15]2[N:31]([CH3:30])[N:32]=[C:26]([CH3:27])[C:25]=2[C:19]2[CH:20]=[CH:21][C:22]([F:24])=[CH:23][C:18]=2[F:17])[CH2:13][CH2:12][CH2:11][CH2:10][CH2:9]1.